This data is from Forward reaction prediction with 1.9M reactions from USPTO patents (1976-2016). The task is: Predict the product of the given reaction. (1) Given the reactants Br[C:2]1[CH:3]=[C:4]([CH:7]=[CH:8][CH:9]=1)[CH:5]=[O:6].[C:10]([C:14]1[CH:19]=[CH:18][C:17](B(O)O)=[CH:16][CH:15]=1)([CH3:13])([CH3:12])[CH3:11].O.O1CCOCC1.C([O-])([O-])=O.[K+].[K+], predict the reaction product. The product is: [C:10]([C:14]1[CH:19]=[CH:18][C:17]([C:2]2[CH:9]=[CH:8][CH:7]=[C:4]([CH:5]=[O:6])[CH:3]=2)=[CH:16][CH:15]=1)([CH3:13])([CH3:12])[CH3:11]. (2) Given the reactants [H-].[H-].[H-].[H-].[Li+].[Al+3].[CH2:7]([NH:15][CH:16]=O)[CH2:8][C:9]1[CH:14]=[CH:13][CH:12]=[CH:11][CH:10]=1, predict the reaction product. The product is: [CH3:16][NH:15][CH2:7][CH2:8][C:9]1[CH:14]=[CH:13][CH:12]=[CH:11][CH:10]=1. (3) Given the reactants [F:1][CH:2]([F:19])[C:3]1[CH:8]=[C:7]([C:9]2[CH:14]=[CH:13][C:12]([CH2:15][C:16]([OH:18])=O)=[CH:11][CH:10]=2)[CH:6]=[CH:5][N:4]=1.[N:20]1[CH:25]=[CH:24][N:23]=[CH:22][C:21]=1[C:26]1[CH:27]=[CH:28][C:29]([NH2:32])=[N:30][CH:31]=1.C(N(CC)C(C)C)(C)C.F[P-](F)(F)(F)(F)F.N1(OC(N(C)C)=[N+](C)C)C2N=CC=CC=2N=N1, predict the reaction product. The product is: [F:19][CH:2]([F:1])[C:3]1[CH:8]=[C:7]([C:9]2[CH:10]=[CH:11][C:12]([CH2:15][C:16]([NH:32][C:29]3[CH:28]=[CH:27][C:26]([C:21]4[CH:22]=[N:23][CH:24]=[CH:25][N:20]=4)=[CH:31][N:30]=3)=[O:18])=[CH:13][CH:14]=2)[CH:6]=[CH:5][N:4]=1. (4) Given the reactants [F:1][C:2]1[CH:3]=[C:4]([CH:7]=[CH:8][C:9]=1[O:10][C:11]([F:14])([F:13])[F:12])[CH:5]=O.[C:15]([OH:21])(=[O:20])[CH2:16]C(O)=O.C([O-])(=O)C.[NH4+:26], predict the reaction product. The product is: [NH2:26][CH:5]([C:4]1[CH:7]=[CH:8][C:9]([O:10][C:11]([F:14])([F:13])[F:12])=[C:2]([F:1])[CH:3]=1)[CH2:16][C:15]([OH:21])=[O:20]. (5) Given the reactants [Cl:1][C:2]1[CH:7]=[CH:6][C:5]([C:8]2[C:9]3[CH:22]=[C:21]([NH:23][CH3:24])[N:20]=[CH:19][C:10]=3[C:11]3[C:17]([CH3:18])=[N:16][O:15][C:12]=3[CH2:13][N:14]=2)=[CH:4][CH:3]=1.N1C[CH2:28][CH2:27][CH2:26]1, predict the reaction product. The product is: [Cl:1][C:2]1[CH:7]=[CH:6][C:5]([C:8]2[C:9]3[CH:22]=[C:21]([N:23]4[CH2:28][CH2:27][CH2:26][CH2:24]4)[N:20]=[CH:19][C:10]=3[C:11]3[C:17]([CH3:18])=[N:16][O:15][C:12]=3[CH2:13][N:14]=2)=[CH:4][CH:3]=1. (6) Given the reactants [NH2:1][C:2]1[CH:3]=[C:4]([C:8]2[S:12][C:11]([C:13]3[CH:14]=[C:15]4[C:19](=[CH:20][CH:21]=3)[C:18](=[O:22])[N:17]([CH3:23])[CH2:16]4)=[CH:10][CH:9]=2)[CH:5]=[N:6][CH:7]=1.[CH3:24][O:25][C:26]1[CH:31]=[CH:30][C:29]([S:32](Cl)(=[O:34])=[O:33])=[CH:28][CH:27]=1, predict the reaction product. The product is: [CH3:24][O:25][C:26]1[CH:27]=[CH:28][C:29]([S:32]([NH:1][C:2]2[CH:7]=[N:6][CH:5]=[C:4]([C:8]3[S:12][C:11]([C:13]4[CH:14]=[C:15]5[C:19](=[CH:20][CH:21]=4)[C:18](=[O:22])[N:17]([CH3:23])[CH2:16]5)=[CH:10][CH:9]=3)[CH:3]=2)(=[O:34])=[O:33])=[CH:30][CH:31]=1. (7) Given the reactants [CH2:1]([O:8][N:9]([CH2:17][CH3:18])C(=O)OC(C)(C)C)[C:2]1[CH:7]=[CH:6][CH:5]=[CH:4][CH:3]=1.C(O)(C(F)(F)F)=O, predict the reaction product. The product is: [CH2:1]([O:8][NH:9][CH2:17][CH3:18])[C:2]1[CH:7]=[CH:6][CH:5]=[CH:4][CH:3]=1.